Dataset: Forward reaction prediction with 1.9M reactions from USPTO patents (1976-2016). Task: Predict the product of the given reaction. (1) Given the reactants [CH3:1][N:2]([CH3:35])[C:3]([C:5]1[C:20]([C:21]2[CH:22]=[N:23][N:24]([CH3:26])[CH:25]=2)=[CH:19][C:8]([C:9]([O:11]CC2C=CC=CC=2)=[O:10])=[C:7]([O:27][CH2:28][C:29]2[CH:34]=[CH:33][CH:32]=[CH:31][CH:30]=2)[CH:6]=1)=[O:4].[OH-].[Li+].O.Cl, predict the reaction product. The product is: [CH3:1][N:2]([CH3:35])[C:3]([C:5]1[C:20]([C:21]2[CH:22]=[N:23][N:24]([CH3:26])[CH:25]=2)=[CH:19][C:8]([C:9]([OH:11])=[O:10])=[C:7]([O:27][CH2:28][C:29]2[CH:34]=[CH:33][CH:32]=[CH:31][CH:30]=2)[CH:6]=1)=[O:4]. (2) Given the reactants [Br:1][C:2]1[C:3]([N:12]2[CH2:17][CH2:16][N:15]([CH2:18][C:19]3[CH:24]=[CH:23][CH:22]=[CH:21][N:20]=3)[CH2:14][CH2:13]2)=[C:4]([N+:9]([O-])=O)[C:5]([NH2:8])=[N:6][CH:7]=1.[CH3:25][O:26][C:27]1[CH:34]=[CH:33][C:30]([CH:31]=O)=[CH:29][CH:28]=1.[O-]S(S([O-])=O)=O.[Na+].[Na+], predict the reaction product. The product is: [Br:1][C:2]1[C:3]([N:12]2[CH2:17][CH2:16][N:15]([CH2:18][C:19]3[CH:24]=[CH:23][CH:22]=[CH:21][N:20]=3)[CH2:14][CH2:13]2)=[C:4]2[N:9]=[C:31]([C:30]3[CH:33]=[CH:34][C:27]([O:26][CH3:25])=[CH:28][CH:29]=3)[NH:8][C:5]2=[N:6][CH:7]=1. (3) Given the reactants [O:1]=[C:2]1[NH:7][C:6]([CH2:8][NH:9]C(=O)OCC2C=CC=CC=2)=[N:5][C:4]2[CH2:20][CH2:21][O:22][CH2:23][C:3]1=2, predict the reaction product. The product is: [NH2:9][CH2:8][C:6]1[NH:7][C:2](=[O:1])[C:3]2[CH2:23][O:22][CH2:21][CH2:20][C:4]=2[N:5]=1. (4) Given the reactants [CH3:1][O:2][C:3]1[C:8]([C:9]([OH:11])=O)=[CH:7][C:6]([C:12]([NH2:14])=[O:13])=[CH:5][CH:4]=1.[Br:15][C:16]1[CH:22]=[C:21]([Cl:23])[CH:20]=[CH:19][C:17]=1[NH2:18], predict the reaction product. The product is: [Br:15][C:16]1[CH:22]=[C:21]([Cl:23])[CH:20]=[CH:19][C:17]=1[NH:18][C:9](=[O:11])[C:8]1[CH:7]=[C:6]([CH:5]=[CH:4][C:3]=1[O:2][CH3:1])[C:12]([NH2:14])=[O:13]. (5) Given the reactants [Br-].[O:2]1[C:6]2[CH:7]=[CH:8][C:9]([C:11](=[O:21])[CH:12]([C:14]3[CH:19]=[CH:18][CH:17]=[C:16]([CH3:20])[NH+:15]=3)Br)=[CH:10][C:5]=2[O:4][CH2:3]1.[C:22]([O-:25])(=[O:24])[CH3:23].[K+].C(=O)([O-])O.[Na+], predict the reaction product. The product is: [O:2]1[C:6]2[CH:7]=[CH:8][C:9]([C:11](=[O:21])[CH:12]([O:25][C:22](=[O:24])[CH3:23])[C:14]3[CH:19]=[CH:18][CH:17]=[C:16]([CH3:20])[N:15]=3)=[CH:10][C:5]=2[O:4][CH2:3]1. (6) Given the reactants [C:1]([CH:5]1[CH2:14][CH2:13][C:12]2[N:11]=[C:10]([S:15]([CH2:18][C:19]#[N:20])(=[O:17])=[O:16])[C:9]([C:21]#[N:22])=[CH:8][C:7]=2[CH2:6]1)([CH3:4])([CH3:3])[CH3:2].[H-].[Na+], predict the reaction product. The product is: [NH2:22][C:21]1[C:9]2[C:10](=[N:11][C:12]3[CH2:13][CH2:14][CH:5]([C:1]([CH3:4])([CH3:2])[CH3:3])[CH2:6][C:7]=3[CH:8]=2)[S:15](=[O:17])(=[O:16])[C:18]=1[C:19]#[N:20].